Dataset: Reaction yield outcomes from USPTO patents with 853,638 reactions. Task: Predict the reaction yield, written as a fraction of the theoretical maximum amount of product (1.0 means a 100% yield; for example, 0.34 means a 34% yield). (1) The reactants are Cl[C:2]1[CH:11]=[CH:10][C:9]2[C:4](=[C:5]([C:12]3[NH:20][C:19]4[CH2:18][CH2:17][NH:16][C:15](=[O:21])[C:14]=4[CH:13]=3)[CH:6]=[CH:7][CH:8]=2)[N:3]=1.[Cl:22][C:23]1[CH:29]=[CH:28][CH:27]=[CH:26][C:24]=1[NH2:25].[Li+].C[Si]([N-][Si](C)(C)C)(C)C. The catalyst is C(=O)=O.CO.CCO.CC(O)C.[NH4+].[OH-]. The product is [Cl:22][C:23]1[CH:29]=[CH:28][CH:27]=[CH:26][C:24]=1[NH:25][C:2]1[CH:11]=[CH:10][C:9]2[C:4](=[C:5]([C:12]3[NH:20][C:19]4[CH:18]=[CH:17][NH:16][C:15](=[O:21])[C:14]=4[CH:13]=3)[CH:6]=[CH:7][CH:8]=2)[N:3]=1. The yield is 0.140. (2) The reactants are CN(C(ON1N=NC2C=CC=NC1=2)=[N+](C)C)C.F[P-](F)(F)(F)(F)F.CCN(C(C)C)C(C)C.[CH3:34][N:35]([CH3:40])[CH2:36][C:37](O)=[O:38].[F:41][C:42]1[CH:47]=[CH:46][C:45]([NH:48][C:49]2[C:50]3[C:57]4[CH2:58][CH2:59][NH:60][CH2:61][C:56]=4[S:55][C:51]=3[N:52]=[CH:53][N:54]=2)=[C:44]([O:62][CH:63]2[CH2:68][CH2:67][O:66][CH2:65][CH2:64]2)[CH:43]=1. The catalyst is CN(C=O)C.O. The product is [CH3:34][N:35]([CH3:40])[CH2:36][C:37]([N:60]1[CH2:59][CH2:58][C:57]2[C:50]3[C:49]([NH:48][C:45]4[CH:46]=[CH:47][C:42]([F:41])=[CH:43][C:44]=4[O:62][CH:63]4[CH2:68][CH2:67][O:66][CH2:65][CH2:64]4)=[N:54][CH:53]=[N:52][C:51]=3[S:55][C:56]=2[CH2:61]1)=[O:38]. The yield is 0.400. (3) The reactants are [Cl:1][C:2]1[C:10]2[N:9]=[C:8]([NH:11][C:12]3[C:17]([CH3:18])=[CH:16][C:15]([Cl:19])=[CH:14][C:13]=3[O:20][CH3:21])[N:7]([CH:22]([CH2:28][CH3:29])[C:23](OCC)=[O:24])[C:6]=2[C:5]([CH:30]([CH2:33][CH3:34])[CH2:31][CH3:32])=[CH:4][CH:3]=1.[BH4-].[Li+]. The catalyst is O1CCCC1.O. The product is [Cl:1][C:2]1[C:10]2[N:9]=[C:8]([NH:11][C:12]3[C:17]([CH3:18])=[CH:16][C:15]([Cl:19])=[CH:14][C:13]=3[O:20][CH3:21])[N:7]([CH:22]([CH2:28][CH3:29])[CH2:23][OH:24])[C:6]=2[C:5]([CH:30]([CH2:31][CH3:32])[CH2:33][CH3:34])=[CH:4][CH:3]=1. The yield is 0.200. (4) The reactants are [CH3:1][O:2][C:3]([C:5]1[C:22]([NH:23][C:24]2[CH:29]=[CH:28][C:27]([Br:30])=[CH:26][C:25]=2[Cl:31])=[C:21]([F:32])[C:8]2[N:9]=[CH:10][N:11]([CH2:12][CH2:13][C:14]([O:16]C(C)(C)C)=[O:15])[C:7]=2[CH:6]=1)=[O:4].[C:33]([OH:39])([C:35]([F:38])([F:37])[F:36])=[O:34]. The catalyst is C(Cl)Cl. The product is [OH:39][C:33]([C:35]([F:38])([F:37])[F:36])=[O:34].[CH3:1][O:2][C:3]([C:5]1[C:22]([NH:23][C:24]2[CH:29]=[CH:28][C:27]([Br:30])=[CH:26][C:25]=2[Cl:31])=[C:21]([F:32])[C:8]2[N:9]=[CH:10][N:11]([CH2:12][CH2:13][C:14]([OH:16])=[O:15])[C:7]=2[CH:6]=1)=[O:4]. The yield is 0.880. (5) The reactants are [NH2:1][C:2]1[CH:10]=[C:9]([O:11][CH3:12])[CH:8]=[C:7]([O:13][CH3:14])[C:3]=1[C:4]([NH2:6])=[O:5].[CH:15]([C:17]1[CH:22]=[CH:21][C:20]([N:23]2[CH2:27][CH2:26][CH:25]([N:28]([CH3:32])[C:29](=[O:31])[CH3:30])[CH2:24]2)=[CH:19][CH:18]=1)=O.OS([O-])=O.[Na+].CC1C=CC(S(O)(=O)=O)=CC=1. The catalyst is CC(N(C)C)=O.C(Cl)Cl. The product is [CH3:14][O:13][C:7]1[CH:8]=[C:9]([O:11][CH3:12])[CH:10]=[C:2]2[C:3]=1[C:4](=[O:5])[NH:6][C:15]([C:17]1[CH:18]=[CH:19][C:20]([N:23]3[CH2:27][CH2:26][CH:25]([N:28]([CH3:32])[C:29](=[O:31])[CH3:30])[CH2:24]3)=[CH:21][CH:22]=1)=[N:1]2. The yield is 0.880. (6) The reactants are C1C=CC(P(C2C=CC=CC=2)C2C=CC=CC=2)=CC=1.[CH3:20][O:21][C:22](=[O:64])[C:23]1[CH:28]=[CH:27][C:26]([O:29][CH2:30][CH2:31][C:32]2[C:40]3[C:35](=[CH:36][CH:37]=[C:38]([Cl:41])[CH:39]=3)[N:34]([CH:42]([C:49]3[CH:54]=[CH:53][CH:52]=[CH:51][CH:50]=3)[C:43]3[CH:48]=[CH:47][CH:46]=[CH:45][CH:44]=3)[C:33]=2[CH2:55][CH2:56][N:57]=[N+]=[N-])=[CH:25][C:24]=1[O:60][CH:61]([CH3:63])[CH3:62].O. The catalyst is C1COCC1. The product is [CH3:20][O:21][C:22](=[O:64])[C:23]1[CH:28]=[CH:27][C:26]([O:29][CH2:30][CH2:31][C:32]2[C:40]3[C:35](=[CH:36][CH:37]=[C:38]([Cl:41])[CH:39]=3)[N:34]([CH:42]([C:43]3[CH:44]=[CH:45][CH:46]=[CH:47][CH:48]=3)[C:49]3[CH:54]=[CH:53][CH:52]=[CH:51][CH:50]=3)[C:33]=2[CH2:55][CH2:56][NH2:57])=[CH:25][C:24]=1[O:60][CH:61]([CH3:62])[CH3:63]. The yield is 0.210. (7) The product is [CH2:12]([O:14][C:15](=[O:19])[C:16](=[N+:17]=[N-:18])[CH:2]=[O:3])[CH3:13]. The yield is 0.210. The catalyst is C(Cl)(Cl)Cl. The reactants are C(Cl)(=O)[C:2](Cl)=[O:3].CN(C=O)C.[CH2:12]([O:14][C:15](=[O:19])[CH:16]=[N+:17]=[N-:18])[CH3:13].CCOCC.